Dataset: Forward reaction prediction with 1.9M reactions from USPTO patents (1976-2016). Task: Predict the product of the given reaction. (1) Given the reactants [CH2:1]([C:8]1[O:12][C:11]([C:13]2[CH:18]=[C:17]([F:19])[CH:16]=[CH:15][C:14]=2[F:20])=[N:10][C:9]=1[CH:21]=O)[C:2]1[CH:7]=[CH:6][CH:5]=[CH:4][CH:3]=1.[CH3:23][C:24]([S:27]([NH2:29])=[O:28])([CH3:26])[CH3:25], predict the reaction product. The product is: [CH2:1]([C:8]1[O:12][C:11]([C:13]2[CH:18]=[C:17]([F:19])[CH:16]=[CH:15][C:14]=2[F:20])=[N:10][C:9]=1[CH:21]=[N:29][S:27]([C:24]([CH3:26])([CH3:25])[CH3:23])=[O:28])[C:2]1[CH:7]=[CH:6][CH:5]=[CH:4][CH:3]=1. (2) Given the reactants [NH2:1][C:2]1[CH:3]=[C:4]2[C:8](=[CH:9][CH:10]=1)[NH:7][CH:6]=[C:5]2[C:11](=[O:19])[C:12]([N:14]([CH2:17][CH3:18])[CH2:15][CH3:16])=[O:13].[C:20]1([C:26]2[CH:31]=[CH:30][C:29]([S:32](Cl)(=[O:34])=[O:33])=[CH:28][CH:27]=2)[CH:25]=[CH:24][CH:23]=[CH:22][CH:21]=1, predict the reaction product. The product is: [C:26]1([C:20]2[CH:25]=[CH:24][CH:23]=[CH:22][CH:21]=2)[CH:31]=[CH:30][C:29]([S:32]([NH:1][C:2]2[CH:3]=[C:4]3[C:8](=[CH:9][CH:10]=2)[NH:7][CH:6]=[C:5]3[C:11](=[O:19])[C:12]([N:14]([CH2:17][CH3:18])[CH2:15][CH3:16])=[O:13])(=[O:34])=[O:33])=[CH:28][CH:27]=1. (3) Given the reactants [CH3:1][O:2][CH2:3][CH2:4][O:5][C:6]([N:8]1[C:14]2[CH:15]=[CH:16][C:17]([NH2:19])=[CH:18][C:13]=2[O:12][CH2:11][CH2:10][CH2:9]1)=[O:7].Cl[C:21]1[N:26]=[C:25]([NH:27][C:28]2[C:37]([F:38])=[CH:36][CH:35]=[CH:34][C:29]=2[C:30]([NH:32][CH3:33])=[O:31])[C:24]([Cl:39])=[CH:23][N:22]=1, predict the reaction product. The product is: [CH3:1][O:2][CH2:3][CH2:4][O:5][C:6]([N:8]1[C:14]2[CH:15]=[CH:16][C:17]([NH:19][C:21]3[N:26]=[C:25]([NH:27][C:28]4[C:29]([C:30](=[O:31])[NH:32][CH3:33])=[CH:34][CH:35]=[CH:36][C:37]=4[F:38])[C:24]([Cl:39])=[CH:23][N:22]=3)=[CH:18][C:13]=2[O:12][CH2:11][CH2:10][CH2:9]1)=[O:7]. (4) Given the reactants [CH3:1][O:2][C:3]([C:7]1[CH:12]=[CH:11][N:10]2[CH:13]=[CH:14][N:15]=[C:9]2[N:8]=1)([O:5][CH3:6])[CH3:4].[Br-:16].[K+].C([O-])(=O)C.[Na+].BrBr.S([O-])([O-])=O.[Na+].[Na+], predict the reaction product. The product is: [Br:16][C:13]1[N:10]2[CH:11]=[CH:12][C:7]([C:3]([O:5][CH3:6])([O:2][CH3:1])[CH3:4])=[N:8][C:9]2=[N:15][CH:14]=1. (5) Given the reactants Cl[C:2]1[CH:7]=[C:6]([Cl:8])[N:5]=[C:4]([CH3:9])[N:3]=1.[CH2:10]([Mg]Br)[C:11]1[CH:16]=[CH:15][CH:14]=[CH:13][CH:12]=1.[Cl-].[NH4+], predict the reaction product. The product is: [CH2:10]([C:2]1[N:3]=[C:4]([CH3:9])[N:5]=[C:6]([Cl:8])[CH:7]=1)[C:11]1[CH:16]=[CH:15][CH:14]=[CH:13][CH:12]=1. (6) Given the reactants Cl.ClC[C:4]1[CH:9]=[CH:8][CH:7]=[CH:6][N:5]=1.[CH3:10][NH2:11].[CH3:12]CO, predict the reaction product. The product is: [CH3:10][N:11]([C:4]1[CH:9]=[CH:8][CH:7]=[CH:6][N:5]=1)[CH3:12].